The task is: Predict which catalyst facilitates the given reaction.. This data is from Catalyst prediction with 721,799 reactions and 888 catalyst types from USPTO. Reactant: CO.CC(C)=CC[O:7][C:8]1[C:13]2[O:14][CH:15]=[CH:16][C:12]=2[CH:11]=[C:10]2[CH:17]=[CH:18][C:19]([O:21][C:9]=12)=[O:20].C(N(CC)C1C=CC=CC=1)C. Product: [CH:16]1[C:12]2=[CH:11][C:10]3[CH:17]=[CH:18][C:19](=[O:20])[O:21][C:9]=3[C:8]([OH:7])=[C:13]2[O:14][CH:15]=1. The catalyst class is: 22.